This data is from Full USPTO retrosynthesis dataset with 1.9M reactions from patents (1976-2016). The task is: Predict the reactants needed to synthesize the given product. (1) Given the product [OH:24][NH:23][C:2]1[N:11]=[C:10]([N:12]([C:14]2[CH:19]=[CH:18][C:17]([O:20][CH3:21])=[CH:16][CH:15]=2)[CH3:13])[C:9]2[C:4](=[CH:5][CH:6]=[CH:7][CH:8]=2)[N:3]=1, predict the reactants needed to synthesize it. The reactants are: Cl[C:2]1[N:11]=[C:10]([N:12]([C:14]2[CH:19]=[CH:18][C:17]([O:20][CH3:21])=[CH:16][CH:15]=2)[CH3:13])[C:9]2[C:4](=[CH:5][CH:6]=[CH:7][CH:8]=2)[N:3]=1.Cl.[NH2:23][OH:24]. (2) Given the product [F:2][C:3]1[CH:4]=[C:5]([C:10]2[N:11]([CH2:12][CH2:13][O:14][CH3:15])[C:20](=[O:19])[C:21]([C:22]([O:24][CH2:25][CH3:26])=[O:23])=[CH:27][N:16]=2)[CH:6]=[C:7]([F:9])[CH:8]=1, predict the reactants needed to synthesize it. The reactants are: Cl.[F:2][C:3]1[CH:4]=[C:5]([C:10](=[NH:16])[NH:11][CH2:12][CH2:13][O:14][CH3:15])[CH:6]=[C:7]([F:9])[CH:8]=1.C([O:19][CH:20]=[C:21]([C:27](OCC)=O)[C:22]([O:24][CH2:25][CH3:26])=[O:23])C.[O-]CC.[Na+]. (3) Given the product [N+:1]([C:4]1[CH:5]=[C:6]([CH:10]=[CH:11][C:12]=1[C:13]([F:16])([F:15])[F:14])[C:7]([NH:28][C:26]1[S:27][C:23]([C:17]2[CH:22]=[CH:21][CH:20]=[CH:19][CH:18]=2)=[N:24][N:25]=1)=[O:9])([O-:3])=[O:2], predict the reactants needed to synthesize it. The reactants are: [N+:1]([C:4]1[CH:5]=[C:6]([CH:10]=[CH:11][C:12]=1[C:13]([F:16])([F:15])[F:14])[C:7]([OH:9])=O)([O-:3])=[O:2].[C:17]1([C:23]2[S:27][C:26]([NH2:28])=[N:25][N:24]=2)[CH:22]=[CH:21][CH:20]=[CH:19][CH:18]=1.F[P-](F)(F)(F)(F)F.N1(O[P+](N2CCCC2)(N2CCCC2)N2CCCC2)C2C=CC=CC=2N=N1.C(N(CC)C(C)C)(C)C. (4) Given the product [S:30]([N:27]1[CH2:28][CH2:29][N:24]([C:21]2[CH:20]=[CH:19][C:18]([NH:1][C:2]3[N:7]=[C:6]([C:8]4[N:12]([CH:13]([CH3:14])[CH3:15])[C:11]([CH3:16])=[N:10][CH:9]=4)[CH:5]=[CH:4][N:3]=3)=[CH:23][CH:22]=2)[CH2:25][CH2:26]1)([CH3:33])(=[O:31])=[O:32], predict the reactants needed to synthesize it. The reactants are: [NH2:1][C:2]1[N:7]=[C:6]([C:8]2[N:12]([CH:13]([CH3:15])[CH3:14])[C:11]([CH3:16])=[N:10][CH:9]=2)[CH:5]=[CH:4][N:3]=1.Br[C:18]1[CH:23]=[CH:22][C:21]([N:24]2[CH2:29][CH2:28][N:27]([S:30]([CH3:33])(=[O:32])=[O:31])[CH2:26][CH2:25]2)=[CH:20][CH:19]=1.C(P(C(C)(C)C)C1C=CC=CC=1C1C=CC=CC=1)(C)(C)C.CC(C)([O-])C.[Na+]. (5) Given the product [CH3:30][C:24]1[CH:25]=[C:26]([CH3:29])[CH:27]=[CH:28][C:23]=1[N:20]1[CH2:19][CH2:18][N:17]([C:15]([C:12]2[N:11]=[CH:10][C:9]([N:6]3[CH2:7][CH2:8][NH:4][C:5]3=[O:31])=[CH:14][CH:13]=2)=[O:16])[CH2:22][CH2:21]1, predict the reactants needed to synthesize it. The reactants are: C([N:4]1[CH2:8][CH2:7][N:6]([C:9]2[CH:10]=[N:11][C:12]([C:15]([N:17]3[CH2:22][CH2:21][N:20]([C:23]4[CH:28]=[CH:27][C:26]([CH3:29])=[CH:25][C:24]=4[CH3:30])[CH2:19][CH2:18]3)=[O:16])=[CH:13][CH:14]=2)[C:5]1=[O:31])(=O)C.C(=O)([O-])[O-].[K+].[K+].CO.